Dataset: Forward reaction prediction with 1.9M reactions from USPTO patents (1976-2016). Task: Predict the product of the given reaction. (1) Given the reactants [C:1]1([CH3:11])[CH:6]=[CH:5][C:4]([S:7](Cl)(=[O:9])=[O:8])=[CH:3][CH:2]=1.[CH2:12]([N:14]1[CH2:18][CH2:17][C@@H:16]([OH:19])[CH2:15]1)[CH3:13].C(N(CC)CC)C, predict the reaction product. The product is: [CH3:11][C:1]1[CH:6]=[CH:5][C:4]([S:7]([O:19][C@@H:16]2[CH2:17][CH2:18][N:14]([CH2:12][CH3:13])[CH2:15]2)(=[O:9])=[O:8])=[CH:3][CH:2]=1. (2) Given the reactants [I:1][C:2]1[CH:8]=[CH:7][CH:6]=[CH:5][C:3]=1[NH2:4].[Si:9]([O:16][CH:17]1[CH2:22][CH2:21][C:20](=O)[CH2:19][CH2:18]1)([C:12]([CH3:15])([CH3:14])[CH3:13])([CH3:11])[CH3:10].C(O)(=O)C.C(O[BH-](OC(=O)C)OC(=O)C)(=O)C.[Na+], predict the reaction product. The product is: [Si:9]([O:16][CH:17]1[CH2:18][CH2:19][CH:20]([NH:4][C:3]2[CH:5]=[CH:6][CH:7]=[CH:8][C:2]=2[I:1])[CH2:21][CH2:22]1)([C:12]([CH3:15])([CH3:14])[CH3:13])([CH3:11])[CH3:10]. (3) Given the reactants [CH3:1][O:2][C:3]1[CH:8]=[C:7]([CH:9]=O)[CH:6]=[C:5]([O:11][CH3:12])[N:4]=1.C1(P(=[CH:32][C:33]([O:35][CH3:36])=[O:34])(C2C=CC=CC=2)C2C=CC=CC=2)C=CC=CC=1, predict the reaction product. The product is: [CH3:1][O:2][C:3]1[CH:8]=[C:7](/[CH:9]=[CH:32]/[C:33]([O:35][CH3:36])=[O:34])[CH:6]=[C:5]([O:11][CH3:12])[N:4]=1. (4) Given the reactants [Cl:1][C:2]1[CH:7]=[CH:6][C:5]([C:8]2[N:9]=[C:10]([C:13]([OH:15])=O)[S:11][CH:12]=2)=[CH:4][CH:3]=1.C1N=CN(C(N2C=NC=C2)=O)C=1.[Br:28][C:29]1[CH:30]=[C:31]([CH:35]=[CH:36][C:37]=1[O:38][CH3:39])[CH2:32][CH2:33][NH2:34], predict the reaction product. The product is: [Br:28][C:29]1[CH:30]=[C:31]([CH2:32][CH2:33][NH:34][C:13]([C:10]2[S:11][CH:12]=[C:8]([C:5]3[CH:4]=[CH:3][C:2]([Cl:1])=[CH:7][CH:6]=3)[N:9]=2)=[O:15])[CH:35]=[CH:36][C:37]=1[O:38][CH3:39]. (5) The product is: [ClH:33].[ClH:33].[ClH:33].[C:2]1([N:1]([CH:8]2[CH2:13][CH2:12][N:11]([CH2:14][C:15]3[CH:20]=[CH:19][N:18]=[C:17]([C:21]4[CH:26]=[C:25]([O:27][CH3:28])[C:24]([O:29][CH3:30])=[C:23]([O:31][CH3:32])[CH:22]=4)[CH:16]=3)[CH2:10][CH2:9]2)[CH2:34][C:35]2[CH:40]=[CH:39][N:38]=[C:37]([C:41]3[CH:46]=[C:45]([O:47][CH3:48])[C:44]([O:49][CH3:50])=[C:43]([O:51][CH3:52])[CH:42]=3)[CH:36]=2)[CH:7]=[CH:6][CH:5]=[CH:4][CH:3]=1. Given the reactants [NH:1]([CH:8]1[CH2:13][CH2:12][N:11]([CH2:14][C:15]2[CH:20]=[CH:19][N:18]=[C:17]([C:21]3[CH:26]=[C:25]([O:27][CH3:28])[C:24]([O:29][CH3:30])=[C:23]([O:31][CH3:32])[CH:22]=3)[CH:16]=2)[CH2:10][CH2:9]1)[C:2]1[CH:7]=[CH:6][CH:5]=[CH:4][CH:3]=1.[Cl:33][CH2:34][C:35]1[CH:40]=[CH:39][N:38]=[C:37]([C:41]2[CH:46]=[C:45]([O:47][CH3:48])[C:44]([O:49][CH3:50])=[C:43]([O:51][CH3:52])[CH:42]=2)[CH:36]=1, predict the reaction product. (6) Given the reactants [C:1]1([S:7]([N:10]2[C:14]3=[N:15][CH:16]=[C:17]([N+:26]([O-])=O)[C:18]([NH:19][CH:20]4[CH2:25][CH2:24][CH2:23][CH2:22][CH2:21]4)=[C:13]3[CH:12]=[CH:11]2)(=[O:9])=[O:8])[CH:6]=[CH:5][CH:4]=[CH:3][CH:2]=1.C1COCC1, predict the reaction product. The product is: [C:1]1([S:7]([N:10]2[C:14]3=[N:15][CH:16]=[C:17]([NH2:26])[C:18]([NH:19][CH:20]4[CH2:25][CH2:24][CH2:23][CH2:22][CH2:21]4)=[C:13]3[CH:12]=[CH:11]2)(=[O:9])=[O:8])[CH:2]=[CH:3][CH:4]=[CH:5][CH:6]=1. (7) The product is: [Cl:36][C:34]1[N:35]=[C:31]([C:29]([NH:28][C@@H:27]2[CH2:26][CH2:25][N:24]([C:39]3[S:40][C:41]4[C:47]([C:48]([O:50][CH2:51][CH3:52])=[O:49])=[CH:46][CH:45]=[CH:44][C:42]=4[N:43]=3)[CH2:23][C@@H:22]2[NH:21][CH:3]([CH2:4][CH3:5])[CH2:2][CH3:1])=[O:30])[NH:32][C:33]=1[CH2:37][CH3:38]. Given the reactants [CH3:1][CH2:2][C:3](=O)[CH2:4][CH3:5].C(O[BH-](OC(=O)C)OC(=O)C)(=O)C.[Na+].[NH2:21][C@@H:22]1[C@H:27]([NH:28][C:29]([C:31]2[NH:32][C:33]([CH2:37][CH3:38])=[C:34]([Cl:36])[N:35]=2)=[O:30])[CH2:26][CH2:25][N:24]([C:39]2[S:40][C:41]3[C:47]([C:48]([O:50][CH2:51][CH3:52])=[O:49])=[CH:46][CH:45]=[CH:44][C:42]=3[N:43]=2)[CH2:23]1.C(=O)(O)[O-].[Na+], predict the reaction product. (8) Given the reactants Cl[C:2]1[CH:22]=[N:21][C:5]2[NH:6][C:7]3[C:12]([C:4]=2[CH:3]=1)=[CH:11][C:10]([C:13]1[CH:18]=[CH:17][C:16]([O:19][CH3:20])=[CH:15][CH:14]=1)=[CH:9][CH:8]=3.[N+:23]([C:26]1[CH:27]=[C:28](B(O)O)[CH:29]=[CH:30][CH:31]=1)([O-:25])=[O:24].[O-]P([O-])([O-])=O.[K+].[K+].[K+].COC1C=CC=C(OC)C=1C1C=CC=CC=1P(C1CCCCC1)C1CCCCC1, predict the reaction product. The product is: [CH3:20][O:19][C:16]1[CH:17]=[CH:18][C:13]([C:10]2[CH:11]=[C:12]3[C:7](=[CH:8][CH:9]=2)[NH:6][C:5]2[N:21]=[CH:22][C:2]([C:30]4[CH:29]=[CH:28][CH:27]=[C:26]([N+:23]([O-:25])=[O:24])[CH:31]=4)=[CH:3][C:4]3=2)=[CH:14][CH:15]=1.